Dataset: Reaction yield outcomes from USPTO patents with 853,638 reactions. Task: Predict the reaction yield, written as a fraction of the theoretical maximum amount of product (1.0 means a 100% yield; for example, 0.34 means a 34% yield). (1) The reactants are [CH3:1][O:2][C:3]1[CH:4]=[C:5]([N:12]([CH3:21])[CH2:13][C:14]([O:16][C:17]([CH3:20])([CH3:19])[CH3:18])=[O:15])[CH:6]=[CH:7][C:8]=1[N+:9]([O-])=O. The product is [NH2:9][C:8]1[CH:7]=[CH:6][C:5]([N:12]([CH3:21])[CH2:13][C:14]([O:16][C:17]([CH3:18])([CH3:19])[CH3:20])=[O:15])=[CH:4][C:3]=1[O:2][CH3:1]. The yield is 1.00. The catalyst is C(OCC)(=O)C.C(O)C.[Pt](=O)=O. (2) The reactants are [CH3:1][N:2]1[C@@H:19]2[CH2:20][C:7]3=[CH:8][CH:9]=[C:10]([OH:21])[C:11]4[O:12][C@H:13]5[C:14]([CH2:16][CH2:17][C@@H:18]2[C@:5]5([C:6]=43)[CH2:4][CH2:3]1)=[O:15].[O-][CH2:23]C.[Na+]. The catalyst is [Cl-].C1([N+](C)(C)C)C=CC=CC=1.C1(C)C=CC=CC=1. The product is [CH3:1][N:2]1[C@@H:19]2[CH2:20][C:7]3[CH:8]=[CH:9][C:10]([O:21][CH3:23])=[C:11]4[O:12][C@H:13]5[C:14]([CH2:16][CH2:17][C@@H:18]2[C@:5]5([C:6]=34)[CH2:4][CH2:3]1)=[O:15]. The yield is 0.635. (3) The reactants are [O:1]=[C:2]([CH3:17])[CH2:3][C:4]([O:6][C@@H:7]1[CH2:12][C@H:11]([CH3:13])[CH2:10][CH2:9][C@H:8]1[C:14]([CH3:16])=[CH2:15])=[O:5].[BH4-].[Na+]. The catalyst is O1CCCC1. The product is [OH:1][CH:2]([CH3:17])[CH2:3][C:4]([O:6][C@@H:7]1[CH2:12][C@H:11]([CH3:13])[CH2:10][CH2:9][C@H:8]1[C:14]([CH3:16])=[CH2:15])=[O:5]. The yield is 0.100.